Dataset: Full USPTO retrosynthesis dataset with 1.9M reactions from patents (1976-2016). Task: Predict the reactants needed to synthesize the given product. (1) Given the product [Cl:21][C:19]1[CH:18]=[C:17]([S:22]([N:25]([CH2:45][C:46]([O:48][C:49]([CH3:52])([CH3:51])[CH3:50])=[O:47])[C:26]2[CH:35]=[CH:34][C:33]3[C:28](=[CH:29][CH:30]=[C:31]([C:2]4[CH:7]=[CH:6][N:5]=[C:4]([N:8]5[CH2:13][CH2:12][O:11][CH2:10][CH2:9]5)[N:3]=4)[CH:32]=3)[CH:27]=2)(=[O:23])=[O:24])[CH:16]=[C:15]([Cl:14])[CH:20]=1, predict the reactants needed to synthesize it. The reactants are: Cl[C:2]1[CH:7]=[CH:6][N:5]=[C:4]([N:8]2[CH2:13][CH2:12][O:11][CH2:10][CH2:9]2)[N:3]=1.[Cl:14][C:15]1[CH:16]=[C:17]([S:22]([N:25]([CH2:45][C:46]([O:48][C:49]([CH3:52])([CH3:51])[CH3:50])=[O:47])[C:26]2[CH:35]=[CH:34][C:33]3[C:28](=[CH:29][CH:30]=[C:31](B4OC(C)(C)C(C)(C)O4)[CH:32]=3)[CH:27]=2)(=[O:24])=[O:23])[CH:18]=[C:19]([Cl:21])[CH:20]=1. (2) Given the product [CH3:1][O:2][C:3](=[O:26])[CH2:4][CH2:5][N:6]1[CH2:11][CH2:10][N:9]([C:12]2[CH:17]=[CH:16][C:15]([O:18][C:19]3[CH:24]=[CH:23][C:22]([C:29]4[CH:30]=[CH:31][S:27][CH:28]=4)=[CH:21][CH:20]=3)=[CH:14][CH:13]=2)[CH2:8][CH2:7]1, predict the reactants needed to synthesize it. The reactants are: [CH3:1][O:2][C:3](=[O:26])[CH2:4][CH2:5][N:6]1[CH2:11][CH2:10][N:9]([C:12]2[CH:17]=[CH:16][C:15]([O:18][C:19]3[CH:24]=[CH:23][C:22](I)=[CH:21][CH:20]=3)=[CH:14][CH:13]=2)[CH2:8][CH2:7]1.[S:27]1[CH:31]=[CH:30][C:29](B(O)O)=[CH:28]1.C1(P(C2C=CC=CC=2)C2C=CC=CC=2)C=CC=CC=1.C(=O)([O-])[O-].[K+].[K+]. (3) Given the product [CH3:20][S:17]([CH2:16][CH2:15][CH2:14][CH2:13][C:8]1([C:6]([NH:5][C@H:4]([C:3]([OH:29])=[O:2])[CH2:21][C:22]2[CH:27]=[CH:26][CH:25]=[CH:24][CH:23]=2)=[O:7])[CH2:9][CH2:10][CH2:11][CH2:12]1)(=[O:18])=[O:19], predict the reactants needed to synthesize it. The reactants are: C[O:2][C:3](=[O:29])[C@H:4]([CH2:21][C:22]1[CH:27]=[CH:26][C:25](N)=[CH:24][CH:23]=1)[NH:5][C:6]([C:8]1([CH2:13][CH2:14][CH2:15][CH2:16][S:17]([CH3:20])(=[O:19])=[O:18])[CH2:12][CH2:11][CH2:10][CH2:9]1)=[O:7].CC1C(C(O)=O)=C(C(F)(F)F)C=C(C)N=1. (4) Given the product [Cl:1][S:2]([OH:5])(=[O:4])=[O:3].[Cl:6][CH:7]([Cl:9])[CH3:8], predict the reactants needed to synthesize it. The reactants are: [Cl:1][S:2]([OH:5])(=[O:4])=[O:3].[Cl:6][CH:7]([Cl:9])[CH3:8]. (5) Given the product [C:1]([O:5][C:6]([N:8]1[CH2:12][C@@H:11]([CH2:13][N:14]([CH:31]([CH3:33])[CH3:32])[C:15](=[O:30])[C:16]2[CH:21]=[CH:20][C:19]([O:22][CH3:23])=[C:18]([O:24][CH2:25][CH2:26][CH2:27][O:28][CH3:29])[CH:17]=2)[C@H:10]([CH2:34][N:35]([C:36](=[O:47])[CH2:37][C:38]2[CH:43]=[CH:42][CH:41]=[C:40]([NH2:44])[CH:39]=2)[CH:48]2[CH2:49][CH2:50]2)[CH2:9]1)=[O:7])([CH3:3])([CH3:4])[CH3:2], predict the reactants needed to synthesize it. The reactants are: [C:1]([O:5][C:6]([N:8]1[CH2:12][C@@H:11]([CH2:13][N:14]([CH:31]([CH3:33])[CH3:32])[C:15](=[O:30])[C:16]2[CH:21]=[CH:20][C:19]([O:22][CH3:23])=[C:18]([O:24][CH2:25][CH2:26][CH2:27][O:28][CH3:29])[CH:17]=2)[C@H:10]([CH2:34][N:35]([CH:48]2[CH2:50][CH2:49]2)[C:36](=[O:47])[CH2:37][C:38]2[CH:43]=[CH:42][CH:41]=[C:40]([N+:44]([O-])=O)[CH:39]=2)[CH2:9]1)=[O:7])([CH3:4])([CH3:3])[CH3:2].